This data is from Forward reaction prediction with 1.9M reactions from USPTO patents (1976-2016). The task is: Predict the product of the given reaction. (1) Given the reactants [Cl:1][C:2]1[CH:3]=[CH:4][C:5]2[N:9]=[CH:8][NH:7][C:6]=2[CH:10]=1.[OH-].[Na+].[Cl:13][CH2:14][CH2:15][CH2:16][CH2:17]Br, predict the reaction product. The product is: [Cl:13][CH2:14][CH2:15][CH2:16][CH2:17][N:7]1[C:6]2[CH:10]=[C:2]([Cl:1])[CH:3]=[CH:4][C:5]=2[N:9]=[CH:8]1. (2) Given the reactants [CH3:1][N:2]1[CH2:7][CH:6]=[C:5]([C:8]2[CH:9]=[CH:10][C:11]([N+:14]([O-])=O)=[N:12][CH:13]=2)[CH2:4][CH2:3]1, predict the reaction product. The product is: [CH3:1][N:2]1[CH2:7][CH2:6][CH:5]([C:8]2[CH:9]=[CH:10][C:11]([NH2:14])=[N:12][CH:13]=2)[CH2:4][CH2:3]1. (3) Given the reactants [Cl:1][C:2]1[C:3](/[C:12](=[N:27]/[O:28][CH:29]([CH3:31])[CH3:30])/[CH2:13][NH:14][C:15](=[O:26])[C:16]2[CH:21]=[CH:20][CH:19]=[CH:18][C:17]=2[C:22]([F:25])([F:24])[F:23])=[N:4][CH:5]=[C:6]([C:8]([F:11])([F:10])[F:9])[CH:7]=1, predict the reaction product. The product is: [Cl:1][C:2]1[C:3](/[C:12](=[N:27]\[O:28][CH:29]([CH3:31])[CH3:30])/[CH2:13][NH:14][C:15](=[O:26])[C:16]2[CH:21]=[CH:20][CH:19]=[CH:18][C:17]=2[C:22]([F:24])([F:25])[F:23])=[N:4][CH:5]=[C:6]([C:8]([F:9])([F:11])[F:10])[CH:7]=1. (4) Given the reactants [Cl:1][C:2]1[CH:9]=[CH:8][CH:7]=[CH:6][C:3]=1[CH:4]=O.[NH2:10][C:11]1[CH:15]=[CH:14][NH:13][N:12]=1.O=[C:17]([CH2:24][CH2:25][CH2:26][CH3:27])[CH2:18][C:19]([O:21][CH2:22][CH3:23])=[O:20], predict the reaction product. The product is: [CH2:24]([C:17]1[NH:10][C:11]2=[N:12][NH:13][CH:14]=[C:15]2[CH:4]([C:3]2[CH:6]=[CH:7][CH:8]=[CH:9][C:2]=2[Cl:1])[C:18]=1[C:19]([O:21][CH2:22][CH3:23])=[O:20])[CH2:25][CH2:26][CH3:27].